Predict which catalyst facilitates the given reaction. From a dataset of Catalyst prediction with 721,799 reactions and 888 catalyst types from USPTO. (1) Reactant: C([O:3][C:4](=O)[C:5]1[CH:10]=[C:9]([O:11][CH2:12][CH3:13])[C:8]([N:14]2[CH:18]=[CH:17][CH:16]=[CH:15]2)=[C:7]([O:19][CH2:20][CH3:21])[CH:6]=1)C.[H-].C([Al+]CC(C)C)C(C)C. Product: [CH2:20]([O:19][C:7]1[CH:6]=[C:5]([CH2:4][OH:3])[CH:10]=[C:9]([O:11][CH2:12][CH3:13])[C:8]=1[N:14]1[CH:15]=[CH:16][CH:17]=[CH:18]1)[CH3:21]. The catalyst class is: 11. (2) Reactant: Cl[C:2]1[N:7]=[CH:6][C:5]([Cl:8])=[CH:4][N:3]=1.C(Cl)Cl.[C:12]([O:16][C:17]([NH:19][CH2:20][C:21]1[CH:26]=[CH:25][C:24](B(O)O)=[CH:23][CH:22]=1)=[O:18])([CH3:15])([CH3:14])[CH3:13].C([O-])([O-])=O.[Na+].[Na+]. Product: [C:12]([O:16][C:17](=[O:18])[NH:19][CH2:20][C:21]1[CH:22]=[CH:23][C:24]([C:2]2[N:7]=[CH:6][C:5]([Cl:8])=[CH:4][N:3]=2)=[CH:25][CH:26]=1)([CH3:15])([CH3:13])[CH3:14]. The catalyst class is: 294.